This data is from Full USPTO retrosynthesis dataset with 1.9M reactions from patents (1976-2016). The task is: Predict the reactants needed to synthesize the given product. Given the product [NH2:1][C:2]1[C:7]([Cl:8])=[C:6]([C:9]([OH:11])=[O:10])[N:5]=[C:4]([C:13]2[CH:14]=[N:15][C:16]([C:19]([F:22])([F:21])[F:20])=[CH:17][CH:18]=2)[C:3]=1[CH3:23], predict the reactants needed to synthesize it. The reactants are: [NH2:1][C:2]1[C:7]([Cl:8])=[C:6]([C:9]([O:11]C)=[O:10])[N:5]=[C:4]([C:13]2[CH:14]=[N:15][C:16]([C:19]([F:22])([F:21])[F:20])=[CH:17][CH:18]=2)[C:3]=1[CH3:23].[OH-].[Na+].Cl.